This data is from Full USPTO retrosynthesis dataset with 1.9M reactions from patents (1976-2016). The task is: Predict the reactants needed to synthesize the given product. (1) Given the product [CH3:28][C:26]1[NH:25][N:24]=[C:23]([NH:22][C:12]2[N:11]=[C:10]([O:8][C:5]3[CH:6]=[CH:7][C:2]([CH3:1])=[CH:3][CH:4]=3)[C:19]3[C:14]([CH:13]=2)=[C:15]([O:20][CH3:21])[CH:16]=[CH:17][CH:18]=3)[CH:27]=1, predict the reactants needed to synthesize it. The reactants are: [CH3:1][C:2]1[CH:7]=[CH:6][C:5]([OH:8])=[CH:4][CH:3]=1.Cl[C:10]1[C:19]2[C:14](=[C:15]([O:20][CH3:21])[CH:16]=[CH:17][CH:18]=2)[CH:13]=[C:12]([NH:22][C:23]2[CH:27]=[C:26]([CH3:28])[NH:25][N:24]=2)[N:11]=1. (2) Given the product [OH:10][CH2:11][CH2:12][S:13][C:2]1[CH:9]=[CH:8][C:5]([CH:6]=[O:7])=[CH:4][CH:3]=1, predict the reactants needed to synthesize it. The reactants are: I[C:2]1[CH:9]=[CH:8][C:5]([CH:6]=[O:7])=[CH:4][CH:3]=1.[OH:10][CH2:11][CH2:12][S:13][S:13][CH2:12][CH2:11][OH:10]. (3) Given the product [CH3:25][C:20]1([CH3:23])[CH:21]=[CH:22][C:17]([S:14]([NH2:13])(=[O:16])=[O:15])=[C:18]([S:8]([C:5]2[CH:6]=[CH:7][CH:2]=[CH:3][CH:4]=2)(=[O:10])=[O:9])[CH2:19]1, predict the reactants needed to synthesize it. The reactants are: C[C:2]1[CH:7]=[CH:6][C:5]([S:8](Cl)(=[O:10])=[O:9])=[CH:4][CH:3]=1.C[NH:13][S:14]([C:17]1[CH:22]=[CH:21][C:20]([CH3:23])=[CH:19][CH:18]=1)(=[O:16])=[O:15].Cl[C:25]1C=CC=CC=1Cl. (4) Given the product [Cl:3][CH2:6][CH:7]([F:13])[C:8]([O:10][CH2:11][CH3:12])=[O:9], predict the reactants needed to synthesize it. The reactants are: S(Cl)([Cl:3])=O.O[CH2:6][CH:7]([F:13])[C:8]([O:10][CH2:11][CH3:12])=[O:9].C1(C)C=CC=CC=1. (5) Given the product [C:1]12([CH2:11][O:12][C:13]3[C:14]([Br:20])=[CH:15][N:16]=[C:17]([Cl:23])[CH:18]=3)[CH2:10][CH:5]3[CH2:6][CH:7]([CH2:9][CH:3]([CH2:4]3)[CH2:2]1)[CH2:8]2, predict the reactants needed to synthesize it. The reactants are: [C:1]12([CH2:11][O:12][C:13]3[CH:18]=[CH:17][N+:16]([O-])=[CH:15][C:14]=3[Br:20])[CH2:10][CH:5]3[CH2:6][CH:7]([CH2:9][CH:3]([CH2:4]3)[CH2:2]1)[CH2:8]2.P(Cl)(Cl)([Cl:23])=O. (6) Given the product [OH:29][CH2:28][CH:27]([N:25]1[CH:26]=[C:22]([NH:21][C:19]([C:6]2[C:5]3[CH2:4][CH2:3][C:2]([CH3:39])([CH3:1])[CH2:10][C:9]=3[N:8]([CH2:11][O:12][CH2:13][CH2:14][Si:15]([CH3:17])([CH3:16])[CH3:18])[N:7]=2)=[O:20])[CH:23]=[N:24]1)[C:33]1[CH:38]=[CH:37][CH:36]=[CH:35][CH:34]=1, predict the reactants needed to synthesize it. The reactants are: [CH3:1][C:2]1([CH3:39])[CH2:10][C:9]2[N:8]([CH2:11][O:12][CH2:13][CH2:14][Si:15]([CH3:18])([CH3:17])[CH3:16])[N:7]=[C:6]([C:19]([NH:21][C:22]3[CH:23]=[N:24][N:25]([CH:27]([C:33]4[CH:38]=[CH:37][CH:36]=[CH:35][CH:34]=4)[C:28](OCC)=[O:29])[CH:26]=3)=[O:20])[C:5]=2[CH2:4][CH2:3]1.[H-].[Al+3].[Li+].[H-].[H-].[H-].CCOC(C)=O.